Predict the product of the given reaction. From a dataset of Forward reaction prediction with 1.9M reactions from USPTO patents (1976-2016). (1) The product is: [CH3:35][O:34][C:32]([NH:1][CH2:2][CH2:3][CH2:4][N:5]([C:17]1[CH:22]=[CH:21][CH:20]=[C:19]([Cl:23])[CH:18]=1)[CH2:6][CH2:7][N:8]([CH3:16])[C:9](=[O:15])[O:10][C:11]([CH3:13])([CH3:12])[CH3:14])=[O:33]. Given the reactants [NH2:1][CH2:2][CH2:3][CH2:4][N:5]([C:17]1[CH:22]=[CH:21][CH:20]=[C:19]([Cl:23])[CH:18]=1)[CH2:6][CH2:7][N:8]([CH3:16])[C:9](=[O:15])[O:10][C:11]([CH3:14])([CH3:13])[CH3:12].CCN(CC)CC.Cl[C:32]([O:34][CH3:35])=[O:33].O, predict the reaction product. (2) Given the reactants C(=O)([O-])[O-].[K+].[K+].Cl.Cl[CH2:9][CH2:10][N:11]([CH2:14][CH3:15])[CH2:12][CH3:13].[C:16]([NH:19][C:20]1[S:24][C:23]2[C:25]([OH:30])=[C:26]([Br:29])[CH:27]=[CH:28][C:22]=2[C:21]=1[C:31]([O:33][CH2:34][CH3:35])=[O:32])(=[O:18])[CH3:17], predict the reaction product. The product is: [C:16]([NH:19][C:20]1[S:24][C:23]2[C:25]([O:30][CH2:9][CH2:10][N:11]([CH2:14][CH3:15])[CH2:12][CH3:13])=[C:26]([Br:29])[CH:27]=[CH:28][C:22]=2[C:21]=1[C:31]([O:33][CH2:34][CH3:35])=[O:32])(=[O:18])[CH3:17]. (3) Given the reactants C1([C@H](C2C=CC=[C:11]([O:15][CH2:16][C:17]3[CH:22]=[CH:21][C:20](C4C=C(OC)C=CC=4F)=[C:19]([C@@H:32]4[CH2:36][CH2:35]C[C:33]4([CH3:38])C)[CH:18]=3)C=2)CC(O)=O)CC1.C[O:40][C:41]1[CH:42]=[CH:43][CH:44]=[C:45]([O:66]C)C=1C1C=CC=CC=1P(C1CCCCC1)C1CCCCC1.[O-:68]P([O-])([O-])=O.[K+].[K+].[K+].[OH2:76], predict the reaction product. The product is: [O:76]1[CH2:38][CH:33]=[C:32]([C:19]2[CH:18]=[C:17]([CH:22]=[CH:21][C:20]=2[O:66][CH:45]2[CH2:44][CH2:43][CH2:42][CH2:41][O:40]2)[C:16]([O:15][CH3:11])=[O:68])[CH2:36][CH2:35]1.